The task is: Predict the reactants needed to synthesize the given product.. This data is from Full USPTO retrosynthesis dataset with 1.9M reactions from patents (1976-2016). (1) Given the product [CH2:1]([O:8][C@H:9]([CH3:13])[C:10]([NH:29][C@H:30]1[CH2:34][C@@H:33]([N:35]2[CH:43]=[N:42][C:41]3[C:36]2=[N:37][C:38]([Cl:45])=[N:39][C:40]=3[Cl:44])[C@H:32]([OH:46])[C@@H:31]1[OH:47])=[O:12])[C:2]1[CH:3]=[CH:4][CH:5]=[CH:6][CH:7]=1, predict the reactants needed to synthesize it. The reactants are: [CH2:1]([O:8][C@H:9]([CH3:13])[C:10]([OH:12])=O)[C:2]1[CH:7]=[CH:6][CH:5]=[CH:4][CH:3]=1.C1(N=C=NC2CCCCC2)CCCCC1.[NH2:29][C@H:30]1[CH2:34][C@@H:33]([N:35]2[CH:43]=[N:42][C:41]3[C:36]2=[N:37][C:38]([Cl:45])=[N:39][C:40]=3[Cl:44])[C@H:32]([OH:46])[C@@H:31]1[OH:47]. (2) Given the product [F:11][C:8]1[CH:9]=[CH:10][C:5]([C@@H:2]([NH:1][C:12](=[O:17])[CH2:13][CH2:14][CH:15]=[CH2:16])[CH2:3][OH:4])=[CH:6][CH:7]=1, predict the reactants needed to synthesize it. The reactants are: [NH2:1][C@H:2]([C:5]1[CH:10]=[CH:9][C:8]([F:11])=[CH:7][CH:6]=1)[CH2:3][OH:4].[C:12](O)(=[O:17])[CH2:13][CH2:14][CH:15]=[CH2:16].CCN=C=NCCCN(C)C. (3) Given the product [CH3:7][C:8]1[C:9]([CH2:10][OH:11])=[CH:14][CH:15]=[CH:16][N:17]=1, predict the reactants needed to synthesize it. The reactants are: [H-].[Li+].[Al+3].[H-].[H-].[H-].[CH3:7][C:8]1[N:17]=[CH:16][CH:15]=[CH:14][C:9]=1[C:10](OC)=[O:11].O.[OH-].[Na+]. (4) Given the product [CH2:17]([N:24]([CH2:25][C:26]1[CH:35]=[CH:34][C:33]2[C:28](=[CH:29][CH:30]=[C:31]([OH:36])[CH:32]=2)[CH:27]=1)[C:10]([C:9]1[C:8]2[CH:13]=[CH:14][CH:15]=[CH:16][C:7]=2[O:6][C:5]=1[CH2:1][CH2:2][CH2:3][CH3:4])=[O:11])[C:18]1[CH:19]=[CH:20][CH:21]=[CH:22][CH:23]=1, predict the reactants needed to synthesize it. The reactants are: [CH2:1]([C:5]1[O:6][C:7]2[CH:16]=[CH:15][CH:14]=[CH:13][C:8]=2[C:9]=1[C:10](Cl)=[O:11])[CH2:2][CH2:3][CH3:4].[CH2:17]([NH:24][CH2:25][C:26]1[CH:27]=[C:28]2[C:33](=[CH:34][CH:35]=1)[CH:32]=[C:31]([OH:36])[CH:30]=[CH:29]2)[C:18]1[CH:23]=[CH:22][CH:21]=[CH:20][CH:19]=1.C(N(CC)CC)C.